Dataset: Tox21: 12 toxicity assays (nuclear receptors and stress response pathways). Task: Binary classification across 12 toxicity assays. (1) The drug is C=C(CC)C(=O)c1ccc(OCC(=O)O)c(Cl)c1Cl. It tested positive (active) for: NR-ER-LBD (Estrogen Receptor Ligand Binding Domain agonist), SR-ARE (Antioxidant Response Element (oxidative stress)), SR-HSE (Heat Shock Element response), and SR-p53 (p53 tumor suppressor activation). (2) The compound is O=[N+]([O-])O[Cd]O[N+](=O)[O-]. It tested positive (active) for: SR-ATAD5 (ATAD5 genotoxicity (DNA damage)), and SR-HSE (Heat Shock Element response). (3) The compound is CC(=O)O[C@]1(C(C)=O)CC[C@H]2[C@@H]3C=C(C)C4=CC(=O)CC[C@]4(C)[C@H]3CC[C@@]21C. It tested positive (active) for: NR-AR (Androgen Receptor agonist activity), and SR-ARE (Antioxidant Response Element (oxidative stress)).